From a dataset of Full USPTO retrosynthesis dataset with 1.9M reactions from patents (1976-2016). Predict the reactants needed to synthesize the given product. (1) Given the product [I:11][C:10]1[C:3]2[C:2]([NH2:21])=[N:7][CH:6]=[N:5][C:4]=2[N:8]([C:12]2[CH:17]=[CH:16][CH:15]=[C:14]([N+:18]([O-:20])=[O:19])[CH:13]=2)[CH:9]=1, predict the reactants needed to synthesize it. The reactants are: Cl[C:2]1[C:3]2[C:10]([I:11])=[CH:9][N:8]([C:12]3[CH:17]=[CH:16][CH:15]=[C:14]([N+:18]([O-:20])=[O:19])[CH:13]=3)[C:4]=2[N:5]=[CH:6][N:7]=1.[NH3:21].O. (2) Given the product [C:28]([O:32][C:33]([N:35]1[CH2:40][CH2:39][CH:38]([NH:41][C:11](=[O:13])[C:10]2[CH:9]=[C:8]([O:7][C:6]3[CH:26]=[CH:27][C:3]([C:1]#[N:2])=[CH:4][CH:5]=3)[CH:16]=[C:15]([O:17][C:18]3[CH:23]=[CH:22][C:21]([C:24]#[N:25])=[CH:20][CH:19]=3)[CH:14]=2)[CH2:37][CH2:36]1)=[O:34])([CH3:31])([CH3:29])[CH3:30], predict the reactants needed to synthesize it. The reactants are: [C:1]([C:3]1[CH:27]=[CH:26][C:6]([O:7][C:8]2[CH:9]=[C:10]([CH:14]=[C:15]([O:17][C:18]3[CH:23]=[CH:22][C:21]([C:24]#[N:25])=[CH:20][CH:19]=3)[CH:16]=2)[C:11]([OH:13])=O)=[CH:5][CH:4]=1)#[N:2].[C:28]([O:32][C:33]([N:35]1[CH2:40][CH2:39][CH:38]([NH2:41])[CH2:37][CH2:36]1)=[O:34])([CH3:31])([CH3:30])[CH3:29].